This data is from Full USPTO retrosynthesis dataset with 1.9M reactions from patents (1976-2016). The task is: Predict the reactants needed to synthesize the given product. (1) Given the product [OH:3][C:4]1[CH:5]=[C:6]([CH:9]=[CH:10][CH:11]=1)[CH2:7][OH:8], predict the reactants needed to synthesize it. The reactants are: [BH4-].[Na+].[OH:3][C:4]1[CH:5]=[C:6]([CH:9]=[CH:10][CH:11]=1)[CH:7]=[O:8].O.Cl. (2) Given the product [C:20]([O:23][C:24]([N:12]1[C:11]2[CH:13]=[CH:14][C:15]([Cl:17])=[CH:16][C:10]=2[N:9]=[C:8]1[C:6]1[CH:7]=[C:2]([Br:1])[CH:3]=[CH:4][C:5]=1[F:18])=[O:25])([CH3:22])([CH3:21])[CH3:19], predict the reactants needed to synthesize it. The reactants are: [Br:1][C:2]1[CH:3]=[CH:4][C:5]([F:18])=[C:6]([C:8]2[NH:12][C:11]3[CH:13]=[CH:14][C:15]([Cl:17])=[CH:16][C:10]=3[N:9]=2)[CH:7]=1.[CH3:19][C:20]([O:23][C:24](O[C:24]([O:23][C:20]([CH3:22])([CH3:21])[CH3:19])=[O:25])=[O:25])([CH3:22])[CH3:21]. (3) Given the product [F:37][C:38]([F:49])([F:48])[C:39]1[CH:44]=[CH:43][C:42]([C:7]2[C@@H:8]([C:31]([O:33][CH3:34])=[O:32])[N:9]([C:12]([C:19]3[CH:20]=[CH:21][CH:22]=[CH:23][CH:24]=3)([C:25]3[CH:30]=[CH:29][CH:28]=[CH:27][CH:26]=3)[C:13]3[CH:14]=[CH:15][CH:16]=[CH:17][CH:18]=3)[CH2:10][CH:11]=2)=[CH:41][CH:40]=1, predict the reactants needed to synthesize it. The reactants are: FC(F)(F)S(O[C:7]1[C@@H:8]([C:31]([O:33][CH3:34])=[O:32])[N:9]([C:12]([C:25]2[CH:30]=[CH:29][CH:28]=[CH:27][CH:26]=2)([C:19]2[CH:24]=[CH:23][CH:22]=[CH:21][CH:20]=2)[C:13]2[CH:18]=[CH:17][CH:16]=[CH:15][CH:14]=2)[CH2:10][CH:11]=1)(=O)=O.[F:37][C:38]([F:49])([F:48])[C:39]1[CH:44]=[CH:43][C:42](B(O)O)=[CH:41][CH:40]=1.C([O-])([O-])=O.[K+].[K+].C1(C)C=CC=CC=1.